Task: Predict which catalyst facilitates the given reaction.. Dataset: Catalyst prediction with 721,799 reactions and 888 catalyst types from USPTO Reactant: [Br:1][C:2]1[CH:3]=[C:4]2[C:8](=[CH:9][CH:10]=1)[NH:7][N:6]=[CH:5]2.O[C@H:12]1[CH2:17][CH2:16][C@H:15]([NH:18][C:19](=[O:25])[O:20][C:21]([CH3:24])([CH3:23])[CH3:22])[CH2:14][CH2:13]1.C1(P(C2C=CC=CC=2)C2C=CC=CC=2)C=CC=CC=1.CC(OC(/N=N/C(OC(C)C)=O)=O)C. The catalyst class is: 1. Product: [Br:1][C:2]1[CH:3]=[C:4]2[C:8](=[CH:9][CH:10]=1)[N:7]([C@@H:12]1[CH2:13][CH2:14][C@H:15]([NH:18][C:19](=[O:25])[O:20][C:21]([CH3:23])([CH3:22])[CH3:24])[CH2:16][CH2:17]1)[N:6]=[CH:5]2.